From a dataset of Catalyst prediction with 721,799 reactions and 888 catalyst types from USPTO. Predict which catalyst facilitates the given reaction. (1) Reactant: [OH:1][CH:2]([CH2:22][C:23]1[CH:28]=[CH:27][CH:26]=[CH:25][CH:24]=1)[CH2:3][CH2:4][CH:5]1[CH2:9][CH2:8][C:7](=[O:10])[N:6]1[CH2:11][CH2:12][CH2:13][C:14]1[CH:21]=[CH:20][C:17]([C:18]#[N:19])=[CH:16][CH:15]=1.[N:29]([Si](C)(C)C)=[N+:30]=[N-:31].C([Sn](=O)CCCC)CCC. Product: [OH:1][CH:2]([CH2:22][C:23]1[CH:28]=[CH:27][CH:26]=[CH:25][CH:24]=1)[CH2:3][CH2:4][CH:5]1[N:6]([CH2:11][CH2:12][CH2:13][C:14]2[CH:15]=[CH:16][C:17]([C:18]3[N:29]=[N:30][NH:31][N:19]=3)=[CH:20][CH:21]=2)[C:7](=[O:10])[CH2:8][CH2:9]1. The catalyst class is: 11. (2) Reactant: [F:1][C:2]1[C:10]([F:11])=[CH:9][C:8]([I:12])=[CH:7][C:3]=1[C:4](O)=[O:5].[CH:13]([N:16](C(C)C)[CH2:17]C)(C)C.CC(C)(C)C(Cl)=O.CNC. Product: [F:1][C:2]1[C:10]([F:11])=[CH:9][C:8]([I:12])=[CH:7][C:3]=1[C:4]([N:16]([CH3:17])[CH3:13])=[O:5]. The catalyst class is: 4. (3) Reactant: [NH2:1][C:2]1[CH:3]=[C:4]2[C:9](=[CH:10][CH:11]=1)[N:8]=[CH:7][C:6]([C:12]#[N:13])=[C:5]2[NH:14][CH:15]1[CH2:21][CH2:20][CH2:19][CH2:18][CH2:17][CH2:16]1.[N:22]1[CH:27]=[CH:26][CH:25]=[C:24]([CH:28]=O)[CH:23]=1.[BH3-]C#N.[Na+]. Product: [CH:15]1([NH:14][C:5]2[C:4]3[C:9](=[CH:10][CH:11]=[C:2]([NH:1][CH2:28][C:24]4[CH:23]=[N:22][CH:27]=[CH:26][CH:25]=4)[CH:3]=3)[N:8]=[CH:7][C:6]=2[C:12]#[N:13])[CH2:16][CH2:17][CH2:18][CH2:19][CH2:20][CH2:21]1. The catalyst class is: 14. (4) Reactant: [Br:1][C:2]1[C:7](=[O:8])[N:6]2[CH:9]=[C:10]([F:13])[CH:11]=[CH:12][C:5]2=[N:4][C:3]=1[CH2:14]Cl.[C:16]([O-:19])(=[O:18])[CH3:17].[K+].CN(C=O)C. Product: [C:16]([O:19][CH2:14][C:3]1[N:4]=[C:5]2[CH:12]=[CH:11][C:10]([F:13])=[CH:9][N:6]2[C:7](=[O:8])[C:2]=1[Br:1])(=[O:18])[CH3:17]. The catalyst class is: 6. (5) Reactant: C[O:2][C:3]1[CH:10]=[C:9]([O:11][CH3:12])[C:8]([CH3:13])=[CH:7][C:4]=1[CH:5]=[O:6].[I-].[Na+].[Al+3].[Cl-].[Cl-].[Cl-]. Product: [OH:2][C:3]1[CH:10]=[C:9]([O:11][CH3:12])[C:8]([CH3:13])=[CH:7][C:4]=1[CH:5]=[O:6]. The catalyst class is: 10. (6) Reactant: [F:1][C:2]1[CH:8]=[CH:7][C:5]([NH2:6])=[CH:4][CH:3]=1.[CH3:9][C:10]([CH3:12])=O.O.O.O.C([O-])(=O)C.[Na+].C(=O)=O.CC(C)=O.[BH4-].[Na+].[OH-].[NH4+]. Product: [F:1][C:2]1[CH:8]=[CH:7][C:5]([NH:6][CH2:9][CH2:10][CH3:12])=[CH:4][CH:3]=1. The catalyst class is: 212.